From a dataset of Full USPTO retrosynthesis dataset with 1.9M reactions from patents (1976-2016). Predict the reactants needed to synthesize the given product. (1) Given the product [F:55][C:2]1([F:1])[C:6]2[N:7]([CH2:14][C:15]([NH:17][C@H:18]([C:28]3[C:33]([C:34]4[CH:35]=[C:36]5[C:40](=[CH:41][CH:42]=4)[CH2:39][NH:38][C:37]5=[O:43])=[CH:32][CH:31]=[C:30]([C:44]#[C:45][C:46]4[CH:51]=[CH:50][C:49](=[O:52])[NH:48][CH:47]=4)[N:29]=3)[CH2:19][C:20]3[CH:21]=[C:22]([F:27])[CH:23]=[C:24]([F:26])[CH:25]=3)=[O:16])[N:8]=[C:9]([C:10]([F:11])([F:13])[F:12])[C:5]=2[C@H:4]2[CH2:54][C@@H:3]12, predict the reactants needed to synthesize it. The reactants are: [F:1][C:2]1([F:55])[C:6]2[N:7]([CH2:14][C:15]([NH:17][C@H:18]([C:28]3[C:33]([C:34]4[CH:35]=[C:36]5[C:40](=[CH:41][CH:42]=4)[CH2:39][NH:38][C:37]5=[O:43])=[CH:32][CH:31]=[C:30]([C:44]#[C:45][C:46]4[CH:47]=[N:48][C:49]([O:52]C)=[CH:50][CH:51]=4)[N:29]=3)[CH2:19][C:20]3[CH:25]=[C:24]([F:26])[CH:23]=[C:22]([F:27])[CH:21]=3)=[O:16])[N:8]=[C:9]([C:10]([F:13])([F:12])[F:11])[C:5]=2[C@H:4]2[CH2:54][C@@H:3]12.C(O)C.Cl. (2) Given the product [F:1][C:2]1[CH:9]=[CH:8][C:5]([CH2:6][NH:7][C:23]([C:16]2[N:17]=[CH:18][N:19]([CH3:22])[C:20](=[O:21])[C:15]=2[OH:14])=[O:24])=[CH:4][CH:3]=1, predict the reactants needed to synthesize it. The reactants are: [F:1][C:2]1[CH:9]=[CH:8][C:5]([CH2:6][NH2:7])=[CH:4][CH:3]=1.CC(C)(C)C([O:14][C:15]1[C:20](=[O:21])[N:19]([CH3:22])[CH:18]=[N:17][C:16]=1[C:23](OC)=[O:24])=O.O.C(#N)C. (3) Given the product [Cl:36][C:33]1[CH:34]=[CH:5][C:6]([C:28]2[CH:23]=[CH:24][CH:25]=[C:26]3[C:27]=2/[C:38](=[CH:37]/[C:4]2[NH:3][C:2]([CH3:1])=[C:6]([C:7]([N:19]4[CH2:20][CH2:21][CH2:22][C@@H:17]([CH2:16][N:11]5[CH2:15][CH2:14][CH2:13][CH2:12]5)[CH2:18]4)=[O:9])[C:5]=2[CH3:10])/[C:39](=[O:40])[NH:31]3)=[CH:2][CH:1]=1, predict the reactants needed to synthesize it. The reactants are: [CH3:1][C:2]1[NH:3][CH:4]=[C:5]([CH3:10])[C:6]=1[C:7]([OH:9])=O.[N:11]1([CH2:16][C@@H:17]2[CH2:22][CH2:21][CH2:20][NH:19][CH2:18]2)[CH2:15][CH2:14][CH2:13][CH2:12]1.[CH:23]1[CH:24]=[CH:25][C:26]2[N:31](O)N=N[C:27]=2[CH:28]=1.[CH2:33]([Cl:36])[CH2:34]Cl.[CH2:37]1C[O:40][CH2:39][CH2:38]1. (4) Given the product [CH3:42][C:39]1([CH3:43])[O:38][C:37]2[CH:44]=[CH:45][C:34]([C@H:32]3[O:31][C:30](=[O:46])[N:29]([CH2:28][CH2:27][CH2:26][CH2:25][CH2:24][CH2:23][O:22][CH2:21][CH2:20][O:19][CH2:18][C:14]4[CH:13]=[C:12]([NH:11][C:9]([NH:8][C:4]5[CH:5]=[CH:6][CH:7]=[C:2]([I:1])[CH:3]=5)=[O:10])[CH:17]=[CH:16][CH:15]=4)[CH2:33]3)=[CH:35][C:36]=2[CH2:41][O:40]1, predict the reactants needed to synthesize it. The reactants are: [I:1][C:2]1[CH:3]=[C:4]([N:8]=[C:9]=[O:10])[CH:5]=[CH:6][CH:7]=1.[NH2:11][C:12]1[CH:13]=[C:14]([CH2:18][O:19][CH2:20][CH2:21][O:22][CH2:23][CH2:24][CH2:25][CH2:26][CH2:27][CH2:28][N:29]2[CH2:33][C@@H:32]([C:34]3[CH:45]=[CH:44][C:37]4[O:38][C:39]([CH3:43])([CH3:42])[O:40][CH2:41][C:36]=4[CH:35]=3)[O:31][C:30]2=[O:46])[CH:15]=[CH:16][CH:17]=1.C(O)(C)C. (5) Given the product [F:78][C:73]1[CH:72]=[C:71]([CH2:70][C@H:69]([NH:79][C:80](=[O:95])[C:81]2[CH:86]=[C:85]([N:87]3[CH2:91][CH2:90][CH2:89][C:88]3=[O:92])[CH:84]=[C:83]([O:93][CH3:94])[CH:82]=2)[C@H:68]([OH:67])[C@H:96]2[CH2:100][C@@H:99]([O:101][CH2:102][CH2:103][CH3:104])[CH2:98][NH:97]2)[CH:76]=[C:75]([F:77])[CH:74]=1, predict the reactants needed to synthesize it. The reactants are: [Si](O[C@H]([C@H]1C[C@@H](OCCC)CN1C(OC(C)(C)C)=O)[C@@H](NC(=O)C1C=C(C2OC=CN=2)C=C(C(N2CCC[C@@H]2COC)=O)C=1)CC1C=C(F)C=C(F)C=1)(C(C)(C)C)(C)C.[Si]([O:67][C@H:68]([C@H:96]1[CH2:100][C@@H:99]([O:101][CH2:102][CH2:103][CH3:104])[CH2:98][N:97]1C(OC(C)(C)C)=O)[C@@H:69]([NH:79][C:80](=[O:95])[C:81]1[CH:86]=[C:85]([N:87]2[CH2:91][CH2:90][CH2:89][C:88]2=[O:92])[CH:84]=[C:83]([O:93][CH3:94])[CH:82]=1)[CH2:70][C:71]1[CH:76]=[C:75]([F:77])[CH:74]=[C:73]([F:78])[CH:72]=1)(C(C)(C)C)(C)C.[Si](O[C@H]([C@H]1C[C@@H](OCCC)CN1C(OC(C)(C)C)=O)[C@@H](NC(=O)C1C=C(N2CCCC2=O)C=C(O)C=1)CC1C=C(F)C=C(F)C=1)(C(C)(C)C)(C)C.C(=O)([O-])[O-].[Cs+].[Cs+].CI. (6) Given the product [Cl:1][C:2]1[CH:7]=[C:6]([NH:16][CH:13]2[CH2:15][CH2:14]2)[C:5]([N+:10]([O-:12])=[O:11])=[CH:4][N:3]=1, predict the reactants needed to synthesize it. The reactants are: [Cl:1][C:2]1[CH:7]=[C:6](OC)[C:5]([N+:10]([O-:12])=[O:11])=[CH:4][N:3]=1.[CH:13]1([NH2:16])[CH2:15][CH2:14]1. (7) Given the product [CH3:7][C:5]1[N:4]([C:8]([O:10][C:11]([CH3:14])([CH3:13])[CH3:12])=[O:9])[N:3]=[C:2]([NH:1][C:23]([C:24]2[CH:25]=[N:26][CH:27]=[CH:28][CH:29]=2)=[O:30])[CH:6]=1, predict the reactants needed to synthesize it. The reactants are: [NH2:1][C:2]1[CH:6]=[C:5]([CH3:7])[N:4]([C:8]([O:10][C:11]([CH3:14])([CH3:13])[CH3:12])=[O:9])[N:3]=1.C(N(CC)CC)C.Cl.[C:23](Cl)(=[O:30])[C:24]1[CH:29]=[CH:28][CH:27]=[N:26][CH:25]=1. (8) Given the product [Cl:1][C:2]1[CH:3]=[C:4]([N:12]2[CH2:17][CH2:16][O:15][CH2:14][CH2:13]2)[N:5]=[C:6]([NH:20][CH2:18][CH3:19])[N:7]=1, predict the reactants needed to synthesize it. The reactants are: [Cl:1][C:2]1[N:7]=[C:6](S(C)(=O)=O)[N:5]=[C:4]([N:12]2[CH2:17][CH2:16][O:15][CH2:14][CH2:13]2)[CH:3]=1.[CH2:18]([NH2:20])[CH3:19].